This data is from Full USPTO retrosynthesis dataset with 1.9M reactions from patents (1976-2016). The task is: Predict the reactants needed to synthesize the given product. Given the product [CH3:15][O:16][C:17]1[CH:26]=[C:25]([CH2:8][N:2]2[CH2:3][C@@H:4]3[CH2:7][C@H:1]2[CH2:6][NH:5]3)[CH:24]=[CH:23][C:18]=1[C:19]([O:21][CH3:22])=[O:20], predict the reactants needed to synthesize it. The reactants are: [C@H:1]12[CH2:7][C@H:4]([NH:5][CH2:6]1)[CH2:3][N:2]2[C:8](OC(C)(C)C)=O.[CH3:15][O:16][C:17]1[CH:26]=[C:25](CBr)[CH:24]=[CH:23][C:18]=1[C:19]([O:21][CH3:22])=[O:20].